This data is from Reaction yield outcomes from USPTO patents with 853,638 reactions. The task is: Predict the reaction yield, written as a fraction of the theoretical maximum amount of product (1.0 means a 100% yield; for example, 0.34 means a 34% yield). (1) The reactants are [C:1]1([C:7]2[N:24]=[C:23](Cl)[C:22]3[C:9](=[CH:10][C:11]4[C:20]([CH:21]=3)=[CH:19][C:18]3[C:13](=[C:14](Cl)[N:15]=[C:16]([C:26]5[CH:31]=[CH:30][CH:29]=[CH:28][CH:27]=5)[CH:17]=3)[CH:12]=4)[CH:8]=2)[CH:6]=[CH:5][CH:4]=[CH:3][CH:2]=1.[C:33]1([Mg]Br)[CH:38]=[CH:37][CH:36]=[CH:35][CH:34]=1. The catalyst is O1CCOCC1.C(OCC)(=O)C. The product is [C:1]1([C:7]2[N:24]=[C:23]([C:33]3[CH:38]=[CH:37][CH:36]=[CH:35][CH:34]=3)[C:22]3[C:9](=[CH:10][C:11]4[C:20]([CH:21]=3)=[CH:19][C:18]3[C:13](=[C:14]([C:1]5[CH:6]=[CH:5][CH:4]=[CH:3][CH:2]=5)[N:15]=[C:16]([C:26]5[CH:31]=[CH:30][CH:29]=[CH:28][CH:27]=5)[CH:17]=3)[CH:12]=4)[CH:8]=2)[CH:6]=[CH:5][CH:4]=[CH:3][CH:2]=1. The yield is 0.550. (2) The product is [CH3:1][C:2]([C:4]1[CH:9]=[CH:8][C:7]([OH:10])=[C:6]([I:11])[CH:5]=1)=[O:3]. The yield is 0.800. The catalyst is [OH-].[NH4+].O. The reactants are [CH3:1][C:2]([C:4]1[CH:5]=[CH:6][C:7]([OH:10])=[CH:8][CH:9]=1)=[O:3].[I-:11].[K+].II.Cl. (3) The reactants are [N:1]1[C:10]2[C:5](=[CH:6][CH:7]=[CH:8][CH:9]=2)[CH:4]=[C:3]([NH:11][C:12](=[O:18])[O:13][C:14]([CH3:17])([CH3:16])[CH3:15])[CH:2]=1.C(O)(=O)C. The catalyst is CO. The product is [NH:1]1[C:10]2[C:5](=[CH:6][CH:7]=[CH:8][CH:9]=2)[CH2:4][CH:3]([NH:11][C:12](=[O:18])[O:13][C:14]([CH3:16])([CH3:15])[CH3:17])[CH2:2]1. The yield is 0.750. (4) The reactants are [CH3:1][Si:2]([CH3:17])([CH3:16])[C:3]#[C:4][C:5]1([CH3:15])[CH2:14][CH2:13][C:8]2(OCC[O:9]2)[CH2:7][CH2:6]1.Cl. The catalyst is CC(C)=O.[Cl-].[Na+].O. The product is [CH3:15][C:5]1([C:4]#[C:3][Si:2]([CH3:16])([CH3:1])[CH3:17])[CH2:14][CH2:13][C:8](=[O:9])[CH2:7][CH2:6]1. The yield is 0.980. (5) The reactants are [C:1]([O:4][C@@H:5]1[CH2:29][CH2:28][C@@:27]2([CH3:30])[C@H:7]([CH2:8][CH2:9][C@@H:10]3[C:26]2=[CH:25][CH2:24][C@@:23]2([CH3:31])[C@H:11]3[CH2:12][CH:13]=[C:14]2[C@H:15]([CH3:22])/[CH:16]=[CH:17]/[C:18]([O:20][CH3:21])=[O:19])[CH2:6]1)(=[O:3])[CH3:2]. The catalyst is CCOC(C)=O.O=[Pt]=O. The product is [C:1]([O:4][C@@H:5]1[CH2:29][CH2:28][C@@:27]2([CH3:30])[C@H:7]([CH2:8][CH2:9][C@@H:10]3[C:26]2=[CH:25][CH2:24][C@@:23]2([CH3:31])[C@H:11]3[CH2:12][CH2:13][C@@H:14]2[C@H:15]([CH3:22])[CH2:16][CH2:17][C:18]([O:20][CH3:21])=[O:19])[CH2:6]1)(=[O:3])[CH3:2]. The yield is 0.960. (6) The reactants are [C:1]([O:5][C:6](=[O:33])[CH2:7][NH:8][C:9]([C:11]1[C:16]([O:17]CC2C=CC=CC=2)=[CH:15][C:14]([O:25]CC2C=CC=CC=2)=[CH:13][N:12]=1)=[O:10])([CH3:4])([CH3:3])[CH3:2]. The catalyst is CCO.[Pd]. The product is [C:1]([O:5][C:6](=[O:33])[CH2:7][NH:8][C:9]([C:11]1[C:16]([OH:17])=[CH:15][C:14]([OH:25])=[CH:13][N:12]=1)=[O:10])([CH3:4])([CH3:2])[CH3:3]. The yield is 0.660.